Dataset: Reaction yield outcomes from USPTO patents with 853,638 reactions. Task: Predict the reaction yield, written as a fraction of the theoretical maximum amount of product (1.0 means a 100% yield; for example, 0.34 means a 34% yield). (1) The reactants are [C:1]([NH:4][C:5]1[S:6][C:7]([C:11]2[CH:12]=[C:13]([S:17](Cl)(=[O:19])=[O:18])[S:14][C:15]=2[Br:16])=[C:8]([CH3:10])[N:9]=1)(=[O:3])[CH3:2].C(N(CC)CC)C.[OH:28][CH:29]1[CH2:34][CH2:33][NH:32][CH2:31][CH2:30]1. The catalyst is C(Cl)Cl. The product is [Br:16][C:15]1[S:14][C:13]([S:17]([N:32]2[CH2:33][CH2:34][CH:29]([OH:28])[CH2:30][CH2:31]2)(=[O:19])=[O:18])=[CH:12][C:11]=1[C:7]1[S:6][C:5]([NH:4][C:1](=[O:3])[CH3:2])=[N:9][C:8]=1[CH3:10]. The yield is 0.880. (2) The reactants are [F:1][C:2]1[CH:3]=[C:4]([C:10]2[CH:11]=[C:12]([CH2:27]OS(C)(=O)=O)[C:13](=[O:26])[N:14]([CH2:16][CH2:17][CH2:18][C:19]3[CH:24]=[CH:23][C:22]([F:25])=[CH:21][CH:20]=3)[N:15]=2)[CH:5]=[CH:6][C:7]=1[O:8][CH3:9].[CH3:33][NH:34][CH3:35]. No catalyst specified. The product is [CH3:33][N:34]([CH2:27][C:12]1[C:13](=[O:26])[N:14]([CH2:16][CH2:17][CH2:18][C:19]2[CH:24]=[CH:23][C:22]([F:25])=[CH:21][CH:20]=2)[N:15]=[C:10]([C:4]2[CH:5]=[CH:6][C:7]([O:8][CH3:9])=[C:2]([F:1])[CH:3]=2)[CH:11]=1)[CH3:35]. The yield is 0.618. (3) The reactants are [CH:1](=[O:3])[CH3:2].[CH3:4][CH2:5][CH2:6][CH2:7][CH2:8][CH3:9].C(OCC)(=[O:12])C. No catalyst specified. The product is [OH:3][CH:1]([C:6]1[C:7](=[O:12])[CH2:8][CH2:9][C:5]=1[CH3:4])[CH3:2]. The yield is 0.950. (4) The reactants are [S:1]([C:10]1[CH:16]=[CH:15][C:13]([CH3:14])=[CH:12][CH:11]=1)([O:4][CH2:5][CH:6]([OH:9])[CH2:7][OH:8])(=[O:3])=[O:2].[CH3:17][O:18][C:19]1[CH:40]=[CH:39][C:22]([C:23](Cl)([C:32]2[CH:37]=[CH:36][CH:35]=[CH:34][CH:33]=2)[C:24]2[CH:29]=[CH:28][C:27]([O:30][CH3:31])=[CH:26][CH:25]=2)=[CH:21][CH:20]=1.C([O-])(O)=O.[Na+]. The catalyst is N1C=CC=CC=1. The product is [S:1]([O:4][CH2:5][CH:6]([CH2:7][O:8][C:23]([C:32]1[CH:37]=[CH:36][CH:35]=[CH:34][CH:33]=1)([C:24]1[CH:29]=[CH:28][C:27]([O:30][CH3:31])=[CH:26][CH:25]=1)[C:22]1[CH:21]=[CH:20][C:19]([O:18][CH3:17])=[CH:40][CH:39]=1)[OH:9])([C:10]1[CH:11]=[CH:12][C:13]([CH3:14])=[CH:15][CH:16]=1)(=[O:2])=[O:3]. The yield is 0.660. (5) The reactants are [OH:1][C:2]1[CH:11]=[C:10]2[C:5]([CH2:6][CH2:7][CH2:8][C:9]2=[O:12])=[CH:4][CH:3]=1.Br[CH2:14][C:15]([O:17][CH2:18][CH3:19])=[O:16].C(=O)([O-])[O-].[K+].[K+]. The catalyst is CN(C)C=O.O. The product is [O:12]=[C:9]1[CH2:8][CH2:7][CH2:6][C:5]2[CH:4]=[CH:3][C:2]([O:1][CH2:14][C:15]([O:17][CH2:18][CH3:19])=[O:16])=[CH:11][C:10]1=2. The yield is 0.830. (6) The reactants are [CH:1]([N:4]1[C:8]([C:9]2[CH:14]=[CH:13][N:12]=[C:11]([NH:15][C:16]3[CH:26]=[CH:25][C:19]([C:20]([O:22]CC)=[O:21])=[CH:18][CH:17]=3)[N:10]=2)=[CH:7][N:6]=[C:5]1[CH3:27])([CH3:3])[CH3:2].[OH-].[Na+:29]. The catalyst is C1COCC1.O. The product is [Na+:29].[CH:1]([N:4]1[C:8]([C:9]2[CH:14]=[CH:13][N:12]=[C:11]([NH:15][C:16]3[CH:26]=[CH:25][C:19]([C:20]([O-:22])=[O:21])=[CH:18][CH:17]=3)[N:10]=2)=[CH:7][N:6]=[C:5]1[CH3:27])([CH3:3])[CH3:2]. The yield is 0.940. (7) The reactants are [CH3:1][C:2]1[N:3]([CH:29]([CH3:35])[C:30]([O:32]CC)=[O:31])[C:4]2[CH2:5][C:6]([CH3:28])([CH3:27])[CH2:7][C:8](=[O:26])[C:9]=2[C:10]=1[CH2:11][C:12]1[CH:17]=[CH:16][CH:15]=[CH:14][C:13]=1[S:18]([N:21]1[CH2:25][CH2:24][CH2:23][CH2:22]1)(=[O:20])=[O:19].[OH-].[Li+].Cl. The catalyst is C1COCC1.CO.O. The product is [CH3:1][C:2]1[N:3]([CH:29]([CH3:35])[C:30]([OH:32])=[O:31])[C:4]2[CH2:5][C:6]([CH3:28])([CH3:27])[CH2:7][C:8](=[O:26])[C:9]=2[C:10]=1[CH2:11][C:12]1[CH:17]=[CH:16][CH:15]=[CH:14][C:13]=1[S:18]([N:21]1[CH2:25][CH2:24][CH2:23][CH2:22]1)(=[O:20])=[O:19]. The yield is 0.593. (8) The reactants are [F:1][C:2]1[CH:7]=[CH:6][C:5]([C:8]2[N:12]([S:13]([C:16]3[CH:21]=[CH:20][C:19]([CH3:22])=[CH:18][CH:17]=3)(=[O:15])=[O:14])[CH:11]=[C:10]([CH:23]=O)[CH:9]=2)=[CH:4][CH:3]=1.[Cl-].C[NH3+].[C:28]([BH3-])#[N:29].[Na+]. The catalyst is CO. The product is [F:1][C:2]1[CH:7]=[CH:6][C:5]([C:8]2[N:12]([S:13]([C:16]3[CH:21]=[CH:20][C:19]([CH3:22])=[CH:18][CH:17]=3)(=[O:15])=[O:14])[CH:11]=[C:10]([CH2:23][NH:29][CH3:28])[CH:9]=2)=[CH:4][CH:3]=1. The yield is 0.820. (9) The reactants are [F:1][C:2]1[CH:3]=[C:4]([N:8]2[CH2:12][C@H:11]([CH2:13][OH:14])[O:10][C:9]2=[O:15])[CH:5]=[CH:6][CH:7]=1.[I:16]N1C(=O)CCC1=O. The catalyst is FC(F)(F)C(O)=O. The product is [F:1][C:2]1[CH:3]=[C:4]([N:8]2[CH2:12][C@H:11]([CH2:13][OH:14])[O:10][C:9]2=[O:15])[CH:5]=[CH:6][C:7]=1[I:16]. The yield is 0.880.